This data is from Reaction yield outcomes from USPTO patents with 853,638 reactions. The task is: Predict the reaction yield, written as a fraction of the theoretical maximum amount of product (1.0 means a 100% yield; for example, 0.34 means a 34% yield). (1) The reactants are [F:1][C:2]([F:13])([F:12])[C:3]1[CH:11]=[CH:10][C:6]([C:7]([NH2:9])=[S:8])=[CH:5][CH:4]=1.Cl[CH:15]([C:20]([CH3:22])=O)[C:16]([O:18][CH3:19])=[O:17].[OH-].[Na+]. The catalyst is O1CCCC1. The product is [CH3:22][C:20]1[N:9]=[C:7]([C:6]2[CH:10]=[CH:11][C:3]([C:2]([F:1])([F:12])[F:13])=[CH:4][CH:5]=2)[S:8][C:15]=1[C:16]([O:18][CH3:19])=[O:17]. The yield is 0.956. (2) The reactants are [H-].[H-].[H-].[H-].[Li+].[Al+3].[C:7]([C@H:11]1[CH2:16][CH2:15][C@H:14]([O:17][C:18]2[CH:19]=[C:20]3[C:25](=[CH:26][CH:27]=2)[C:24]([C:28](OC)=[O:29])=[CH:23][CH:22]=[CH:21]3)[CH2:13][CH2:12]1)([CH3:10])([CH3:9])[CH3:8]. The catalyst is C1COCC1. The product is [C:7]([C@H:11]1[CH2:16][CH2:15][C@H:14]([O:17][C:18]2[CH:19]=[C:20]3[C:25](=[CH:26][CH:27]=2)[C:24]([CH2:28][OH:29])=[CH:23][CH:22]=[CH:21]3)[CH2:13][CH2:12]1)([CH3:10])([CH3:8])[CH3:9]. The yield is 0.800.